This data is from Catalyst prediction with 721,799 reactions and 888 catalyst types from USPTO. The task is: Predict which catalyst facilitates the given reaction. (1) Reactant: [N:1]([CH2:4][CH:5]1[CH2:9][C:8]2[CH:10]=[C:11]([Cl:21])[CH:12]=[C:13]([C:14]3[CH:19]=[CH:18][CH:17]=[C:16]([CH3:20])[CH:15]=3)[C:7]=2[O:6]1)=[N+]=[N-]. Product: [Cl:21][C:11]1[CH:12]=[C:13]([C:14]2[CH:19]=[CH:18][CH:17]=[C:16]([CH3:20])[CH:15]=2)[C:7]2[O:6][CH:5]([CH2:4][NH2:1])[CH2:9][C:8]=2[CH:10]=1. The catalyst class is: 553. (2) Reactant: [NH:1]1[CH:5]=[CH:4][CH:3]=[N:2]1.[H-].[Na+].[C:8]([O:12][C:13]([N:15]1[CH2:18][CH:17]([CH2:19]OS(C)(=O)=O)[CH2:16]1)=[O:14])([CH3:11])([CH3:10])[CH3:9]. Product: [C:8]([O:12][C:13]([N:15]1[CH2:18][CH:17]([CH2:19][N:1]2[CH:5]=[CH:4][CH:3]=[N:2]2)[CH2:16]1)=[O:14])([CH3:11])([CH3:9])[CH3:10]. The catalyst class is: 1. (3) Reactant: C([O-])(=O)C([O-])=O.[CH3:7][C:8]1[O:12][C:11]([CH2:13][NH3+:14])=[N:10][N:9]=1.[CH3:7][C:8]1[O:12][C:11]([CH2:13][NH3+:14])=[N:10][N:9]=1.Cl[CH2:24][C:25]1[NH:26][C:27](=[O:51])[C:28]2[S:33][C:32]([N:34]3[CH2:39][CH2:38][CH:37]([O:40][C:41]4[CH:46]=[CH:45][CH:44]=[CH:43][C:42]=4[C:47]([F:50])([F:49])[F:48])[CH2:36][CH2:35]3)=[N:31][C:29]=2[N:30]=1.C(N(CC)CC)C.C(O)(=O)C. Product: [CH3:7][C:8]1[O:12][C:11]([CH2:13][NH:14][CH2:24][C:25]2[NH:26][C:27](=[O:51])[C:28]3[S:33][C:32]([N:34]4[CH2:35][CH2:36][CH:37]([O:40][C:41]5[CH:46]=[CH:45][CH:44]=[CH:43][C:42]=5[C:47]([F:48])([F:50])[F:49])[CH2:38][CH2:39]4)=[N:31][C:29]=3[N:30]=2)=[N:10][N:9]=1. The catalyst class is: 3. (4) Reactant: [C:1]1(=[O:12])[N:5]([CH2:6][CH2:7][C:8]([OH:10])=[O:9])[C:4](=[O:11])[CH:3]=[CH:2]1.F[B-](F)(F)F.[C:18]1(=[O:32])[N:22](OC(N(C)C)=[N+](C)C)[C:21](=[O:31])[CH2:20][CH2:19]1.C(N(C(C)C)C(C)C)C.CN(C)C=O. Product: [O:31]=[C:21]1[CH2:20][CH2:19][C:18](=[O:32])[N:22]1[O:9][C:8](=[O:10])[CH2:7][CH2:6][N:5]1[C:4](=[O:11])[CH:3]=[CH:2][C:1]1=[O:12]. The catalyst class is: 217. (5) Reactant: Cl[C:2]1[N:7]=[C:6]([NH:8][C:9](=[O:17])[C:10]2[CH:15]=[CH:14][CH:13]=[C:12]([CH3:16])[CH:11]=2)[CH:5]=[N:4][CH:3]=1.[CH2:18]1[C@@H:22]2[CH2:23][NH:24][CH2:25][C@@H:21]2[CH2:20][N:19]1[C:26]([O:28][C:29]([CH3:32])([CH3:31])[CH3:30])=[O:27].C(N(CC)C(C)C)(C)C. Product: [CH3:16][C:12]1[CH:11]=[C:10]([CH:15]=[CH:14][CH:13]=1)[C:9]([NH:8][C:6]1[N:7]=[C:2]([N:24]2[CH2:23][C@@H:22]3[CH2:18][N:19]([C:26]([O:28][C:29]([CH3:32])([CH3:31])[CH3:30])=[O:27])[CH2:20][C@@H:21]3[CH2:25]2)[CH:3]=[N:4][CH:5]=1)=[O:17]. The catalyst class is: 16. (6) Reactant: [NH2:1][C:2]1[CH:3]=[C:4]2[C:8](=[CH:9][C:10]=1[NH2:11])[N:7]([CH2:12][CH2:13][O:14][CH3:15])[C:6](=[O:16])[C:5]2([CH3:18])[CH3:17].[CH3:19][C:20]1[NH:24][N:23]=[C:22]([CH:25]=O)[CH:21]=1.[S].O. Product: [CH3:15][O:14][CH2:13][CH2:12][N:7]1[C:8]2[CH:9]=[C:10]3[NH:11][C:25]([C:22]4[CH:21]=[C:20]([CH3:19])[NH:24][N:23]=4)=[N:1][C:2]3=[CH:3][C:4]=2[C:5]([CH3:18])([CH3:17])[C:6]1=[O:16]. The catalyst class is: 9.